Dataset: Full USPTO retrosynthesis dataset with 1.9M reactions from patents (1976-2016). Task: Predict the reactants needed to synthesize the given product. (1) Given the product [F:9][C:4]1[CH:3]=[C:2]([C:22]2([OH:25])[CH2:23][CH2:24][N:20]([C:13]([O:15][C:16]([CH3:18])([CH3:17])[CH3:19])=[O:14])[CH2:21]2)[CH:7]=[C:6]([F:8])[CH:5]=1, predict the reactants needed to synthesize it. The reactants are: Br[C:2]1[CH:7]=[C:6]([F:8])[CH:5]=[C:4]([F:9])[CH:3]=1.[Mg].II.[C:13]([N:20]1[CH2:24][CH2:23][C:22](=[O:25])[CH2:21]1)([O:15][C:16]([CH3:19])([CH3:18])[CH3:17])=[O:14].[Cl-].[NH4+]. (2) The reactants are: [Cl:1][C:2]1[C:3]([NH:40][S:41]([CH3:44])(=[O:43])=[O:42])=[N:4][C:5]([N:30]([CH2:36][CH2:37][O:38][CH3:39])[CH2:31][C@@H:32]2[CH2:34][C@H:33]2[CH3:35])=[CH:6][C:7]=1[C:8]1[O:12][C:11]([C@@:13]([NH:22][C:23](=[O:29])[O:24][C:25]([CH3:28])([CH3:27])[CH3:26])([CH3:21])[CH2:14][C:15]2[CH:20]=[CH:19][CH:18]=[CH:17][CH:16]=2)=[N:10][N:9]=1.O[CH2:46][C:47]1[CH:52]=[CH:51][CH:50]=[CH:49][N:48]=1.C1(P(C2C=CC=CC=2)C2C=CC=CC=2)C=CC=CC=1.N(C(OC(C)C)=O)=NC(OC(C)C)=O. Given the product [Cl:1][C:2]1[C:3]([N:40]([S:41]([CH3:44])(=[O:42])=[O:43])[CH2:46][C:47]2[CH:52]=[CH:51][CH:50]=[CH:49][N:48]=2)=[N:4][C:5]([N:30]([CH2:36][CH2:37][O:38][CH3:39])[CH2:31][C@@H:32]2[CH2:34][C@H:33]2[CH3:35])=[CH:6][C:7]=1[C:8]1[O:12][C:11]([C@@:13]([NH:22][C:23](=[O:29])[O:24][C:25]([CH3:26])([CH3:27])[CH3:28])([CH3:21])[CH2:14][C:15]2[CH:20]=[CH:19][CH:18]=[CH:17][CH:16]=2)=[N:10][N:9]=1, predict the reactants needed to synthesize it. (3) The reactants are: [NH:1]1[CH:5]=[CH:4][N:3]=[C:2]1[C:6]1(O)[C:15]2[C:10](=[CH:11][CH:12]=[CH:13][CH:14]=2)[O:9][CH2:8][CH:7]1[CH3:16].[Li].N. Given the product [CH3:16][CH:7]1[CH:6]([C:2]2[NH:3][CH:4]=[CH:5][N:1]=2)[C:15]2[C:10](=[CH:11][CH:12]=[CH:13][CH:14]=2)[O:9][CH2:8]1, predict the reactants needed to synthesize it. (4) Given the product [CH2:34]([O:36][N:37]=[C:15]([C:12]1[CH:13]=[CH:14][C:9]([O:8][CH2:7][CH2:6][CH2:5][O:4][C:3]2[C:2]([Cl:1])=[CH:25][C:24]([O:26][CH2:27][CH:28]=[C:29]([Cl:31])[Cl:30])=[CH:23][C:22]=2[Cl:32])=[CH:10][CH:11]=1)[C:17]1[CH:21]=[CH:20][O:19][N:18]=1)[CH3:35], predict the reactants needed to synthesize it. The reactants are: [Cl:1][C:2]1[CH:25]=[C:24]([O:26][CH2:27][CH:28]=[C:29]([Cl:31])[Cl:30])[CH:23]=[C:22]([Cl:32])[C:3]=1[O:4][CH2:5][CH2:6][CH2:7][O:8][C:9]1[CH:14]=[CH:13][C:12]([C:15]([C:17]2[CH:21]=[CH:20][O:19][N:18]=2)=O)=[CH:11][CH:10]=1.Cl.[CH2:34]([O:36][NH2:37])[CH3:35]. (5) Given the product [Cl:21][C:11]1[C:10]2[C:15](=[CH:16][C:7]([O:6][CH2:5][CH2:4][CH2:3][N:2]([CH3:18])[CH3:1])=[CH:8][CH:9]=2)[N:14]=[CH:13][N:12]=1, predict the reactants needed to synthesize it. The reactants are: [CH3:1][N:2]([CH3:18])[CH2:3][CH2:4][CH2:5][O:6][C:7]1[CH:16]=[C:15]2[C:10]([C:11](=O)[NH:12][CH:13]=[N:14]2)=[CH:9][CH:8]=1.P(Cl)(Cl)([Cl:21])=O. (6) Given the product [CH3:22][C:21]1[CH:20]=[CH:19][C:4]([C:5]([NH:7][C:8]2[CH:13]=[CH:12][C:11]([O:14][C:15]([F:18])([F:17])[F:16])=[CH:10][CH:9]=2)=[O:6])=[CH:3][C:2]=1[C:25]1[CH:24]=[N:23][CH:28]=[CH:27][CH:26]=1, predict the reactants needed to synthesize it. The reactants are: I[C:2]1[CH:3]=[C:4]([CH:19]=[CH:20][C:21]=1[CH3:22])[C:5]([NH:7][C:8]1[CH:13]=[CH:12][C:11]([O:14][C:15]([F:18])([F:17])[F:16])=[CH:10][CH:9]=1)=[O:6].[N:23]1[CH:28]=[CH:27][CH:26]=[C:25](B(O)O)[CH:24]=1.